From a dataset of Peptide-MHC class I binding affinity with 185,985 pairs from IEDB/IMGT. Regression. Given a peptide amino acid sequence and an MHC pseudo amino acid sequence, predict their binding affinity value. This is MHC class I binding data. (1) The peptide sequence is LWLLWPVTL. The MHC is Patr-A0701 with pseudo-sequence Patr-A0701. The binding affinity (normalized) is 0.212. (2) The binding affinity (normalized) is 0.0847. The MHC is HLA-A26:01 with pseudo-sequence HLA-A26:01. The peptide sequence is SIYYTLVRM.